This data is from Reaction yield outcomes from USPTO patents with 853,638 reactions. The task is: Predict the reaction yield, written as a fraction of the theoretical maximum amount of product (1.0 means a 100% yield; for example, 0.34 means a 34% yield). (1) The reactants are [CH3:1][O:2][C:3](=[O:17])[CH2:4][CH2:5][CH2:6][CH2:7][CH2:8][CH:9]([O:13][CH2:14][CH:15]=[CH2:16])[C:10]([OH:12])=O.[CH3:18][O:19][C:20]1[CH:21]=[C:22]([CH:32]=[C:33]([CH:35]=[CH2:36])[CH:34]=1)[CH2:23][O:24][C:25]1[CH:30]=[CH:29][CH:28]=[CH:27][C:26]=1[NH2:31].C(Cl)CCl.C1C=CC2N(O)N=NC=2C=1.CCN(C(C)C)C(C)C. The catalyst is C(Cl)Cl. The product is [CH3:1][O:2][C:3](=[O:17])[CH2:4][CH2:5][CH2:6][CH2:7][CH2:8][CH:9]([O:13][CH2:14][CH:15]=[CH2:16])[C:10](=[O:12])[NH:31][C:26]1[CH:27]=[CH:28][CH:29]=[CH:30][C:25]=1[O:24][CH2:23][C:22]1[CH:32]=[C:33]([CH:35]=[CH2:36])[CH:34]=[C:20]([O:19][CH3:18])[CH:21]=1. The yield is 0.600. (2) The reactants are [I:1][C:2]1[C:10]2[C:5](=[CH:6][CH:7]=[CH:8][CH:9]=2)[NH:4][N:3]=1.[CH3:11][C:12]([O:15][C:16](O[C:16]([O:15][C:12]([CH3:14])([CH3:13])[CH3:11])=[O:17])=[O:17])([CH3:14])[CH3:13].[OH-].[Na+].O. The catalyst is CC#N. The product is [I:1][C:2]1[C:10]2[C:5](=[CH:6][CH:7]=[CH:8][CH:9]=2)[N:4]([C:16]([O:15][C:12]([CH3:14])([CH3:13])[CH3:11])=[O:17])[N:3]=1. The yield is 0.975. (3) The reactants are [H-].[Na+].[Cl:3][C:4]1[CH:5]=[C:6]([C@H:10]([OH:24])[C@@H:11]2[CH2:16][CH2:15][CH2:14][N:13]([C:17]([O:19][C:20]([CH3:23])([CH3:22])[CH3:21])=[O:18])[CH2:12]2)[CH:7]=[CH:8][CH:9]=1.Br[CH2:26][C:27]([O:29][CH2:30][CH3:31])=[O:28].[NH4+].[Cl-]. The catalyst is CN(C=O)C.CCOC(C)=O. The product is [Cl:3][C:4]1[CH:5]=[C:6]([C@H:10]([O:24][CH2:26][C:27]([O:29][CH2:30][CH3:31])=[O:28])[C@@H:11]2[CH2:16][CH2:15][CH2:14][N:13]([C:17]([O:19][C:20]([CH3:21])([CH3:23])[CH3:22])=[O:18])[CH2:12]2)[CH:7]=[CH:8][CH:9]=1. The yield is 0.640. (4) The reactants are [O:1]1[C:5]2[CH:6]=[CH:7][C:8]([S:10]([N:13]([CH2:18][C@@H:19]([OH:43])[C@@H:20]([N:28](CC3C=CC=CC=3)CC3C=CC=CC=3)[CH2:21][C:22]3[CH:27]=[CH:26][CH:25]=[CH:24][CH:23]=3)[CH2:14][CH:15]([CH3:17])[CH3:16])(=[O:12])=[O:11])=[CH:9][C:4]=2[O:3][CH2:2]1.[CH3:44][S:45]([OH:48])(=[O:47])=[O:46].O. The catalyst is CO.[OH-].[OH-].[Pd+2]. The product is [O:1]1[C:5]2[CH:6]=[CH:7][C:8]([S:10]([N:13]([CH2:18][C@@H:19]([OH:43])[C@@H:20]([NH2:28])[CH2:21][C:22]3[CH:23]=[CH:24][CH:25]=[CH:26][CH:27]=3)[CH2:14][CH:15]([CH3:17])[CH3:16])(=[O:11])=[O:12])=[CH:9][C:4]=2[O:3][CH2:2]1.[CH3:44][S:45]([OH:48])(=[O:47])=[O:46]. The yield is 0.840. (5) The yield is 0.980. The catalyst is C(Cl)Cl. The product is [NH2:33][C:29]1[CH:28]=[C:27]([CH:25]([CH3:26])[CH2:24][O:23][C:16]2[C:17]3[C:22](=[CH:21][CH:20]=[CH:19][CH:18]=3)[C:13]([NH:12][C:11]([NH:10][C:8]3[N:7]([C:42]4[CH:43]=[CH:44][C:45]([CH3:48])=[CH:46][CH:47]=4)[N:6]=[C:5]([C:1]([CH3:4])([CH3:3])[CH3:2])[CH:9]=3)=[O:41])=[CH:14][CH:15]=2)[CH:32]=[CH:31][N:30]=1. The reactants are [C:1]([C:5]1[CH:9]=[C:8]([NH:10][C:11](=[O:41])[NH:12][C:13]2[C:22]3[C:17](=[CH:18][CH:19]=[CH:20][CH:21]=3)[C:16]([O:23][CH2:24][CH:25]([C:27]3[CH:32]=[CH:31][N:30]=[C:29]([NH:33]C(=O)OC(C)(C)C)[CH:28]=3)[CH3:26])=[CH:15][CH:14]=2)[N:7]([C:42]2[CH:47]=[CH:46][C:45]([CH3:48])=[CH:44][CH:43]=2)[N:6]=1)([CH3:4])([CH3:3])[CH3:2].C(O)(C(F)(F)F)=O. (6) The reactants are Br[C:2]1[N:6]([CH3:7])[CH:5]=[N:4][C:3]=1[C:8]1[CH:13]=[C:12]([C:14]#[N:15])[CH:11]=[CH:10][N:9]=1.[F:16][C:17]([F:28])([F:27])[C:18]1[CH:23]=[CH:22][C:21](B(O)O)=[CH:20][CH:19]=1. No catalyst specified. The product is [CH3:7][N:6]1[C:2]([C:21]2[CH:22]=[CH:23][C:18]([C:17]([F:28])([F:27])[F:16])=[CH:19][CH:20]=2)=[C:3]([C:8]2[CH:13]=[C:12]([C:14]#[N:15])[CH:11]=[CH:10][N:9]=2)[N:4]=[CH:5]1. The yield is 0.930. (7) The reactants are C([Si](C)(C)[O:6][C:7]1[C:12]([CH3:13])=[CH:11][C:10]([C:14]2([C:24]3[CH:29]=[C:28]([CH3:30])[C:27]([O:31][Si](C(C)(C)C)(C)C)=[C:26]([CH3:39])[CH:25]=3)[C:22]3[C:17](=[CH:18][CH:19]=[CH:20][CH:21]=3)[NH:16][C:15]2=[O:23])=[CH:9][C:8]=1[CH3:40])(C)(C)C.[CH3:43][O:44][C:45]1[CH:50]=[CH:49][C:48](B(O)O)=[CH:47][CH:46]=1.C(N(CC)CC)C.[F-].C([N+](CCCC)(CCCC)CCCC)CCC.Cl. The catalyst is C1COCC1.C([O-])(=O)C.[Cu+2].C([O-])(=O)C.C(OCC)(=O)C.O.ClCCl. The product is [OH:31][C:27]1[C:26]([CH3:39])=[CH:25][C:24]([C:14]2([C:10]3[CH:9]=[C:8]([CH3:40])[C:7]([OH:6])=[C:12]([CH3:13])[CH:11]=3)[C:22]3[C:17](=[CH:18][CH:19]=[CH:20][CH:21]=3)[N:16]([C:48]3[CH:49]=[CH:50][C:45]([O:44][CH3:43])=[CH:46][CH:47]=3)[C:15]2=[O:23])=[CH:29][C:28]=1[CH3:30]. The yield is 0.620.